Dataset: Reaction yield outcomes from USPTO patents with 853,638 reactions. Task: Predict the reaction yield, written as a fraction of the theoretical maximum amount of product (1.0 means a 100% yield; for example, 0.34 means a 34% yield). (1) The reactants are Cl[C:2]1[CH:3]=[N:4][CH:5]=[C:6]([Cl:17])[C:7]=1[N:8]1[CH2:13][CH2:12][CH:11]([C:14]([NH2:16])=[O:15])[CH2:10][CH2:9]1.[N:18]1[CH:23]=[CH:22][CH:21]=[C:20](B(O)O)[CH:19]=1.C(=O)([O-])[O-].[Na+].[Na+]. The catalyst is C1C=CC([P]([Pd]([P](C2C=CC=CC=2)(C2C=CC=CC=2)C2C=CC=CC=2)([P](C2C=CC=CC=2)(C2C=CC=CC=2)C2C=CC=CC=2)[P](C2C=CC=CC=2)(C2C=CC=CC=2)C2C=CC=CC=2)(C2C=CC=CC=2)C2C=CC=CC=2)=CC=1.C(#N)C. The product is [Cl:17][C:6]1[C:7]([N:8]2[CH2:13][CH2:12][CH:11]([C:14]([NH2:16])=[O:15])[CH2:10][CH2:9]2)=[C:2]([C:20]2[CH:19]=[N:18][CH:23]=[CH:22][CH:21]=2)[CH:3]=[N:4][CH:5]=1. The yield is 0.250. (2) The reactants are Cl[C:2]1[N:7]=[C:6]([NH:8][C@@H:9]2[CH2:14][CH2:13][CH2:12][CH2:11][C@H:10]2[NH:15][C:16](=[O:18])[CH3:17])[C:5]([Cl:19])=[CH:4][N:3]=1.[CH2:20]([N:22]1[CH2:28][CH2:27][C:26]2[CH:29]=[C:30]([NH2:33])[CH:31]=[CH:32][C:25]=2[CH2:24][CH2:23]1)[CH3:21].COCCO.Cl.C(=O)([O-])[O-]. The catalyst is O1CCOCC1. The product is [Cl:19][C:5]1[C:6]([NH:8][C@@H:9]2[CH2:14][CH2:13][CH2:12][CH2:11][C@H:10]2[NH:15][C:16](=[O:18])[CH3:17])=[N:7][C:2]([NH:33][C:30]2[CH:31]=[CH:32][C:25]3[CH2:24][CH2:23][N:22]([CH2:20][CH3:21])[CH2:28][CH2:27][C:26]=3[CH:29]=2)=[N:3][CH:4]=1. The yield is 0.690. (3) The reactants are [Cl:1][C:2]1[CH:3]=[C:4]([C:12]2[N:16]=[C:15]([C:17]3[CH:22]=[CH:21][C:20]([O:23][CH2:24][C@@H:25]4[CH2:29][O:28]C(C)(C)[O:26]4)=[CH:19][CH:18]=3)[O:14][N:13]=2)[CH:5]=[CH:6][C:7]=1[O:8][CH:9]([CH3:11])[CH3:10].Cl.[OH-].[Na+]. The catalyst is C1COCC1. The product is [Cl:1][C:2]1[CH:3]=[C:4]([C:12]2[N:16]=[C:15]([C:17]3[CH:22]=[CH:21][C:20]([O:23][CH2:24][C@@H:25]([OH:26])[CH2:29][OH:28])=[CH:19][CH:18]=3)[O:14][N:13]=2)[CH:5]=[CH:6][C:7]=1[O:8][CH:9]([CH3:10])[CH3:11]. The yield is 0.940. (4) The reactants are [NH2:1][C:2]1[CH:3]=[CH:4][C:5]([C:8]#[N:9])=[N:6][CH:7]=1.N1C=CC=CC=1.[CH3:16][S:17](Cl)(=[O:19])=[O:18]. The catalyst is ClCCl. The product is [C:8]([C:5]1[N:6]=[CH:7][C:2]([NH:1][S:17]([CH3:16])(=[O:19])=[O:18])=[CH:3][CH:4]=1)#[N:9]. The yield is 0.210. (5) The reactants are Cl.[CH3:2][C:3]1([OH:7])[CH2:6][NH:5][CH2:4]1.C(N(CC)CC)C.[C:15]([C:19]1[CH:20]=[C:21]([CH:25]=[C:26]([C:29]([CH3:32])([CH3:31])[CH3:30])[C:27]=1[OH:28])[C:22](O)=[O:23])([CH3:18])([CH3:17])[CH3:16].C1(N=C=NC2CCCCC2)CCCCC1. The catalyst is O1CCCC1. The product is [C:29]([C:26]1[CH:25]=[C:21]([C:22]([N:5]2[CH2:6][C:3]([OH:7])([CH3:2])[CH2:4]2)=[O:23])[CH:20]=[C:19]([C:15]([CH3:18])([CH3:17])[CH3:16])[C:27]=1[OH:28])([CH3:32])([CH3:30])[CH3:31]. The yield is 0.730. (6) The reactants are C1[CH:5]2[CH:6]3[CH:10]=[CH:9][CH:8]([CH:4]2[CH:3]=C1)[CH2:7]3.C([OH:14])C=C. No catalyst specified. The product is [CH:8]12[CH2:7][CH:6]([CH:10]=[CH:9]1)[CH2:5][CH:4]2[CH2:3][OH:14]. The yield is 0.670.